Dataset: Reaction yield outcomes from USPTO patents with 853,638 reactions. Task: Predict the reaction yield, written as a fraction of the theoretical maximum amount of product (1.0 means a 100% yield; for example, 0.34 means a 34% yield). (1) The reactants are Cl.[CH2:2]([O:4][C:5]([C@H:7]1[CH2:10][C@@H:9]([NH2:11])[CH2:8]1)=[O:6])[CH3:3].C(N(CC)CC)C.[CH3:19][C:20]1[CH:25]=[CH:24][C:23]([C:26]2[O:30][N:29]=[C:28]([C:31]3[CH:38]=[CH:37][C:34]([CH:35]=O)=[CH:33][CH:32]=3)[N:27]=2)=[CH:22][CH:21]=1.C([BH3-])#N.[Na+]. The catalyst is CC(O)=O.C1COCC1. The product is [CH2:2]([O:4][C:5]([C@H:7]1[CH2:10][C@@H:9]([NH:11][CH2:35][C:34]2[CH:33]=[CH:32][C:31]([C:28]3[N:27]=[C:26]([C:23]4[CH:24]=[CH:25][C:20]([CH3:19])=[CH:21][CH:22]=4)[O:30][N:29]=3)=[CH:38][CH:37]=2)[CH2:8]1)=[O:6])[CH3:3]. The yield is 0.398. (2) The product is [C:41]1([C:3]2[N:4]3[C:9]([CH:8]=[CH:7][CH:6]=[CH:5]3)=[CH:1][C:2]=2[C:10](=[O:12])[CH3:11])[CH:46]=[CH:45][CH:44]=[CH:43][CH:42]=1. The reactants are [CH:1]1[C:2]([C:10](=[O:12])[CH3:11])=[CH:3][N:4]2[C:9]=1[CH:8]=[CH:7][CH:6]=[CH:5]2.F[B-](F)(F)F.C1(P(C2CCCC2)C2CCCC2)CCCC1.C([O-])([O-])=O.[Cs+].[Cs+].Cl[C:41]1[CH:46]=[CH:45][CH:44]=[CH:43][CH:42]=1. The yield is 0.260. The catalyst is C(Cl)Cl.CC([O-])=O.CC([O-])=O.[Pd+2]. (3) The reactants are [NH2:1][C:2]1[C:7]([OH:8])=[CH:6][C:5]([C:9]2[CH:14]=[CH:13][CH:12]=[CH:11][CH:10]=2)=[CH:4][N:3]=1.[H-].[Na+].[C:17](Cl)([C:30]1[CH:35]=[CH:34][CH:33]=[CH:32][CH:31]=1)([C:24]1[CH:29]=[CH:28][CH:27]=[CH:26][CH:25]=1)[C:18]1[CH:23]=[CH:22][CH:21]=[CH:20][CH:19]=1. The catalyst is C1COCC1. The product is [C:9]1([C:5]2[CH:6]=[C:7]([OH:8])[C:2]([NH:1][C:17]([C:18]3[CH:23]=[CH:22][CH:21]=[CH:20][CH:19]=3)([C:30]3[CH:31]=[CH:32][CH:33]=[CH:34][CH:35]=3)[C:24]3[CH:25]=[CH:26][CH:27]=[CH:28][CH:29]=3)=[N:3][CH:4]=2)[CH:14]=[CH:13][CH:12]=[CH:11][CH:10]=1. The yield is 0.230. (4) The reactants are [CH3:1][O:2][C:3]1[CH:4]=[C:5](CCN)[CH:6]=[CH:7][CH:8]=1.Br[CH2:13][CH2:14][CH2:15][C:16]([O:18][CH2:19][CH3:20])=[O:17].[CH:21]([N:24](C(C)C)CC)(C)[CH3:22]. No catalyst specified. The product is [CH2:21]([N:24]([C:5]1[CH:6]=[CH:7][CH:8]=[C:3]([O:2][CH3:1])[CH:4]=1)[CH2:13][CH2:14][CH2:15][C:16]([O:18][CH2:19][CH3:20])=[O:17])[CH3:22]. The yield is 0.950. (5) The yield is 0.610. The product is [N:14]1[N:9]2[C:10]3[C:5]([CH:6]=[CH:7][C:8]2=[N:16][N:15]=1)=[C:4]([CH2:1][CH:2]=[O:18])[CH:13]=[CH:12][CH:11]=3. The catalyst is O.C1COCC1.O.[Os](=O)(=O)(=O)=O. The reactants are [CH2:1]([C:4]1[CH:13]=[CH:12][CH:11]=[C:10]2[C:5]=1[CH:6]=[CH:7][C:8]1[N:9]2[N:14]=[N:15][N:16]=1)[CH:2]=C.I([O-])(=O)(=O)=[O:18].[Na+]. (6) The reactants are [CH3:1][C:2]1[N:7]=[C:6]([C:8]2[CH:13]=[CH:12][CH:11]=[CH:10][N:9]=2)[CH:5]=[CH:4][CH:3]=1.C([N-]C(C)C)(C)C.[Li+].CCCCCCC.C1COCC1.C(C1C=CC=CC=1)C.[C:42]([P:46]([C:48]([CH3:51])([CH3:50])[CH3:49])Cl)([CH3:45])([CH3:44])[CH3:43]. The catalyst is CCOCC.O. The product is [C:42]([P:46]([CH2:1][C:2]1[N:7]=[C:6]([C:8]2[CH:13]=[CH:12][CH:11]=[CH:10][N:9]=2)[CH:5]=[CH:4][CH:3]=1)[C:48]([CH3:51])([CH3:50])[CH3:49])([CH3:45])([CH3:44])[CH3:43]. The yield is 0.710. (7) The reactants are [F:1][C:2]1[CH:3]=[C:4]2[C:8](=[CH:9][CH:10]=1)[NH:7][C:6](=[O:11])[C:5]2=[N:12][N:13]=[CH:14][C:15]1[CH:33]=[CH:32][C:18]([C:19]([NH:21][CH2:22][CH2:23][CH2:24][CH2:25][CH2:26][CH2:27][CH2:28][C:29]([OH:31])=O)=[O:20])=[CH:17][CH:16]=1.Cl.C(N=C=NCCCN(C)C)C.OC1C2N=NNC=2C=CC=1.C(N(CC)CC)C.[F:63][C:64]1[CH:69]=[CH:68][C:67]([NH2:70])=[C:66]([NH2:71])[CH:65]=1. The catalyst is [Cl-].[Na+].O.CN(C=O)C. The product is [F:1][C:2]1[CH:3]=[C:4]2[C:8](=[CH:9][CH:10]=1)[NH:7][C:6](=[O:11])[C:5]2=[N:12][N:13]=[CH:14][C:15]1[CH:16]=[CH:17][C:18]([C:19]([NH:21][CH2:22][CH2:23][CH2:24][CH2:25][CH2:26][CH2:27][CH2:28][C:29]([NH:70][C:67]2[CH:68]=[CH:69][C:64]([F:63])=[CH:65][C:66]=2[NH2:71])=[O:31])=[O:20])=[CH:32][CH:33]=1. The yield is 0.640.